Dataset: Full USPTO retrosynthesis dataset with 1.9M reactions from patents (1976-2016). Task: Predict the reactants needed to synthesize the given product. (1) Given the product [CH2:16]([O:15][C:10](=[O:14])/[CH:11]=[C:12](/[C:2]1[CH:9]=[CH:8][C:5]([CH:6]=[O:7])=[CH:4][CH:3]=1)\[CH3:13])[CH3:17], predict the reactants needed to synthesize it. The reactants are: Br[C:2]1[CH:9]=[CH:8][C:5]([CH:6]=[O:7])=[CH:4][CH:3]=1.[C:10]([O:15][CH2:16][CH3:17])(=[O:14])/[CH:11]=[CH:12]/[CH3:13].C1(P(C2C=CC=CC=2)C2C=CC=CC=2)C=CC=CC=1. (2) Given the product [CH2:26]([S:30]([N:2]1[CH2:3][CH2:4][CH:5]([N:8]2[N:12]=[C:11]([CH2:13][O:14][C:15]3[CH:16]=[CH:17][C:18]([N:21]4[CH:25]=[N:24][N:23]=[N:22]4)=[N:19][CH:20]=3)[CH:10]=[N:9]2)[CH2:6][CH2:7]1)(=[O:32])=[O:31])[CH2:27][CH2:28][CH3:29], predict the reactants needed to synthesize it. The reactants are: Cl.[NH:2]1[CH2:7][CH2:6][CH:5]([N:8]2[N:12]=[C:11]([CH2:13][O:14][C:15]3[CH:16]=[CH:17][C:18]([N:21]4[CH:25]=[N:24][N:23]=[N:22]4)=[N:19][CH:20]=3)[CH:10]=[N:9]2)[CH2:4][CH2:3]1.[CH2:26]([S:30](Cl)(=[O:32])=[O:31])[CH2:27][CH2:28][CH3:29]. (3) Given the product [CH3:17][O:16][C:13]1[CH:14]=[CH:15][C:2]([NH:1][CH2:25][CH2:24][C:23]([F:28])([F:27])[F:22])=[C:3]([CH:12]=1)[C:4]([NH:6][C:7]([CH3:11])([C:9]#[CH:10])[CH3:8])=[O:5], predict the reactants needed to synthesize it. The reactants are: [NH2:1][C:2]1[CH:15]=[CH:14][C:13]([O:16][CH3:17])=[CH:12][C:3]=1[C:4]([NH:6][C:7]([CH3:11])([C:9]#[CH:10])[CH3:8])=[O:5].ClCCCl.[F:22][C:23]([F:28])([F:27])[CH2:24][CH:25]=O.C(O[BH-](OC(=O)C)OC(=O)C)(=O)C.[Na+]. (4) Given the product [Cl:9][C:6]1[CH:7]=[CH:8][C:3]([CH2:2][NH:1][C:17](=[O:18])[O:16][C:12]([CH3:15])([CH3:14])[CH3:13])=[C:4]([CH2:10][OH:11])[CH:5]=1, predict the reactants needed to synthesize it. The reactants are: [NH2:1][CH2:2][C:3]1[CH:8]=[CH:7][C:6]([Cl:9])=[CH:5][C:4]=1[CH2:10][OH:11].[C:12]([O:16][C:17](O[C:17]([O:16][C:12]([CH3:15])([CH3:14])[CH3:13])=[O:18])=[O:18])([CH3:15])([CH3:14])[CH3:13].C.